From a dataset of Forward reaction prediction with 1.9M reactions from USPTO patents (1976-2016). Predict the product of the given reaction. (1) Given the reactants [CH2:1]([N:8]1[C:17](=[O:18])[C:11]2[CH:12]=[N:13][C:14](Cl)=[CH:15][C:10]=2[N:9]1[C:19]([O:21][CH2:22][CH3:23])=[O:20])[C:2]1[CH:7]=[CH:6][CH:5]=[CH:4][CH:3]=1.[C:24]1([C@H:30]([NH:32][C:33]([NH2:35])=[O:34])[CH3:31])[CH:29]=[CH:28][CH:27]=[CH:26][CH:25]=1.CC(P(C(C)(C)C)C1N(C2C(C3C=CC=CC=3)=NN(C3C=CC=CC=3)C=2C2C=CC=CC=2)N=CC=1)(C)C.P([O-])([O-])([O-])=O.[K+].[K+].[K+], predict the reaction product. The product is: [CH2:1]([N:8]1[C:17](=[O:18])[C:11]2[CH:12]=[N:13][C:14]([NH:35][C:33]([NH:32][C@@H:30]([C:24]3[CH:29]=[CH:28][CH:27]=[CH:26][CH:25]=3)[CH3:31])=[O:34])=[CH:15][C:10]=2[N:9]1[C:19]([O:21][CH2:22][CH3:23])=[O:20])[C:2]1[CH:7]=[CH:6][CH:5]=[CH:4][CH:3]=1. (2) Given the reactants [C:1]([C:3]1[CH:8]=[CH:7][CH:6]=[C:5]([O:9][C:10]2[CH:15]=[CH:14][CH:13]=[C:12]([O:16][CH3:17])[CH:11]=2)[CH:4]=1)#[CH:2].I[C:19]1[CH:24]=[CH:23][C:22]([OH:25])=[CH:21][CH:20]=1.C(N(CC)CC)C, predict the reaction product. The product is: [CH3:17][O:16][C:12]1[CH:11]=[C:10]([CH:15]=[CH:14][CH:13]=1)[O:9][C:5]1[CH:4]=[C:3]([C:1]#[C:2][C:19]2[CH:24]=[CH:23][C:22]([OH:25])=[CH:21][CH:20]=2)[CH:8]=[CH:7][CH:6]=1.